Dataset: Peptide-MHC class II binding affinity with 134,281 pairs from IEDB. Task: Regression. Given a peptide amino acid sequence and an MHC pseudo amino acid sequence, predict their binding affinity value. This is MHC class II binding data. (1) The peptide sequence is KRNEKNASKGKILES. The MHC is DRB1_0101 with pseudo-sequence DRB1_0101. The binding affinity (normalized) is 0.427. (2) The peptide sequence is AVQVTFTVQKGSDPK. The MHC is DRB5_0101 with pseudo-sequence DRB5_0101. The binding affinity (normalized) is 0.396. (3) The peptide sequence is AGTNYNKTVASLMNA. The MHC is DRB5_0101 with pseudo-sequence DRB5_0101. The binding affinity (normalized) is 0.435. (4) The peptide sequence is AVTFVNAPALAAERG. The MHC is DRB1_0701 with pseudo-sequence DRB1_0701. The binding affinity (normalized) is 1.00. (5) The peptide sequence is RMAEAEMVIHHQHVQ. The MHC is HLA-DQA10601-DQB10402 with pseudo-sequence HLA-DQA10601-DQB10402. The binding affinity (normalized) is 0.255. (6) The peptide sequence is EADYSQIPISINYRT. The MHC is DRB1_1201 with pseudo-sequence DRB1_1201. The binding affinity (normalized) is 0.177. (7) The peptide sequence is TMAEVRLAAMFFCAVKK. The MHC is DRB1_0901 with pseudo-sequence DRB1_0901. The binding affinity (normalized) is 0.476. (8) The peptide sequence is GEIYKRWIILGLNKIVRMY. The MHC is H-2-IAd with pseudo-sequence H-2-IAd. The binding affinity (normalized) is 0.564. (9) The MHC is HLA-DQA10601-DQB10402 with pseudo-sequence HLA-DQA10601-DQB10402. The binding affinity (normalized) is 0. The peptide sequence is EERVERIKSEYMTSW. (10) The peptide sequence is VTMNDVKIEYSGTNN. The binding affinity (normalized) is 0.223. The MHC is HLA-DQA10401-DQB10402 with pseudo-sequence HLA-DQA10401-DQB10402.